Dataset: Full USPTO retrosynthesis dataset with 1.9M reactions from patents (1976-2016). Task: Predict the reactants needed to synthesize the given product. (1) Given the product [CH:28]1([C:34]2[C:35]3[CH:36]=[CH:37][C:38]([C:57]([OH:59])=[O:58])=[CH:39][C:40]=3[N:41]3[C:48]=2[C:47]2[CH:49]=[CH:50][CH:51]=[CH:52][C:46]=2[O:45][CH2:44][C:43]2([CH2:53][N:63]([CH:64]([CH3:66])[CH3:65])[CH2:55]2)[CH2:42]3)[CH2:29][CH2:30][CH2:31][CH2:32][CH2:33]1, predict the reactants needed to synthesize it. The reactants are: O.C1(C)C=CC(S(O)(=O)=O)=CC=1.S(OS(C(F)(F)F)(=O)=O)(C(F)(F)F)(=O)=O.[CH:28]1([C:34]2[C:35]3[CH:36]=[CH:37][C:38]([C:57]([O:59]C)=[O:58])=[CH:39][C:40]=3[N:41]3[C:48]=2[C:47]2[CH:49]=[CH:50][CH:51]=[CH:52][C:46]=2[O:45][CH2:44][C:43]([CH2:55]O)([CH2:53]O)[CH2:42]3)[CH2:33][CH2:32][CH2:31][CH2:30][CH2:29]1.CC[N:63](C(C)C)[CH:64]([CH3:66])[CH3:65].C(N)(C)C. (2) Given the product [CH3:1][O:2][C:3]1[CH:40]=[CH:39][CH:38]=[CH:37][C:4]=1[CH2:5][N:6]1[C:11](=[O:12])[C:10]2[N:13]([CH:20]3[CH2:21][CH2:22][NH:23][CH2:24][CH2:25]3)[N:14]=[C:15]([C:16]([F:17])([F:18])[F:19])[C:9]=2[C:8]([CH3:36])=[N:7]1, predict the reactants needed to synthesize it. The reactants are: [CH3:1][O:2][C:3]1[CH:40]=[CH:39][CH:38]=[CH:37][C:4]=1[CH2:5][N:6]1[C:11](=[O:12])[C:10]2[N:13]([CH:20]3[CH2:25][CH2:24][N:23](C(OCC4C=CC=CC=4)=O)[CH2:22][CH2:21]3)[N:14]=[C:15]([C:16]([F:19])([F:18])[F:17])[C:9]=2[C:8]([CH3:36])=[N:7]1. (3) The reactants are: [C:1]([OH:12])(=[O:11])/[CH:2]=[CH:3]/[CH2:4][CH2:5][CH2:6][CH2:7][CH2:8][CH2:9][CH3:10].[CH3:13][N:14]([CH3:21])[CH2:15][C:16]([CH3:20])([CH3:19])[CH2:17]O. Given the product [C:1]([O:12][CH2:17][C:16]([CH3:20])([CH3:19])[CH2:15][N:14]([CH3:21])[CH3:13])(=[O:11])/[CH:2]=[CH:3]/[CH2:4][CH2:5][CH2:6][CH2:7][CH2:8][CH2:9][CH3:10], predict the reactants needed to synthesize it. (4) Given the product [CH2:1]([N:8]([CH2:26][CH2:27][C:28]1[CH:33]=[CH:32][C:31]([C:46]2[CH:45]=[CH:44][C:43]([OH:42])=[CH:48][CH:47]=2)=[CH:30][CH:29]=1)[CH2:9][C@@H:10]([C:11]1[CH:16]=[CH:15][CH:14]=[C:13]([Cl:17])[CH:12]=1)[OH:18])[C:2]1[CH:3]=[CH:4][CH:5]=[CH:6][CH:7]=1, predict the reactants needed to synthesize it. The reactants are: [CH2:1]([N:8]([CH2:26][CH2:27][C:28]1[CH:33]=[CH:32][C:31](Br)=[CH:30][CH:29]=1)[CH2:9][C@H:10]([O:18][Si](C(C)(C)C)(C)C)[C:11]1[CH:16]=[CH:15][CH:14]=[C:13]([Cl:17])[CH:12]=1)[C:2]1[CH:7]=[CH:6][CH:5]=[CH:4][CH:3]=1.[Si]([O:42][C:43]1[CH:48]=[CH:47][C:46](B(O)O)=[CH:45][CH:44]=1)(C(C)(C)C)(C)C.C(=O)([O-])[O-].[Na+].[Na+]. (5) Given the product [ClH:1].[NH:27]1[CH2:26][CH2:25][N:23]=[C:19]1[C:16]1[CH:17]=[CH:18][C:13]2[N:14]([CH:24]=[C:11]([C:9]([NH:8][C:2]3[CH:3]=[CH:4][CH:5]=[CH:6][CH:7]=3)=[O:10])[N:12]=2)[CH:15]=1, predict the reactants needed to synthesize it. The reactants are: [ClH:1].[C:2]1([NH:8][C:9]([C:11]2[N:12]=[C:13]3[CH:18]=[CH:17][C:16]([C:19](=[NH:23])OCC)=[CH:15][N:14]3[CH:24]=2)=[O:10])[CH:7]=[CH:6][CH:5]=[CH:4][CH:3]=1.[CH2:25](N)[CH2:26][NH2:27].